From a dataset of NCI-60 drug combinations with 297,098 pairs across 59 cell lines. Regression. Given two drug SMILES strings and cell line genomic features, predict the synergy score measuring deviation from expected non-interaction effect. (1) Drug 1: CC(CN1CC(=O)NC(=O)C1)N2CC(=O)NC(=O)C2. Drug 2: CC(C1=C(C=CC(=C1Cl)F)Cl)OC2=C(N=CC(=C2)C3=CN(N=C3)C4CCNCC4)N. Cell line: KM12. Synergy scores: CSS=36.9, Synergy_ZIP=-5.53, Synergy_Bliss=-7.06, Synergy_Loewe=-4.13, Synergy_HSA=-1.71. (2) Drug 1: C1=C(C(=O)NC(=O)N1)N(CCCl)CCCl. Drug 2: CC1=C2C(C(=O)C3(C(CC4C(C3C(C(C2(C)C)(CC1OC(=O)C(C(C5=CC=CC=C5)NC(=O)OC(C)(C)C)O)O)OC(=O)C6=CC=CC=C6)(CO4)OC(=O)C)O)C)O. Cell line: SF-539. Synergy scores: CSS=56.9, Synergy_ZIP=-7.91, Synergy_Bliss=-7.22, Synergy_Loewe=-16.5, Synergy_HSA=-3.47. (3) Synergy scores: CSS=47.7, Synergy_ZIP=9.72, Synergy_Bliss=12.6, Synergy_Loewe=-17.4, Synergy_HSA=12.1. Drug 2: C1=CN(C(=O)N=C1N)C2C(C(C(O2)CO)O)(F)F. Drug 1: C1CC2CC3=C(CC1C24CN(S(=O)(=O)N4)CC(F)(F)F)C=CC(=C3)C=CCN5CCC(CC5)C(F)(F)F. Cell line: SK-OV-3. (4) Drug 1: CC1CCC2CC(C(=CC=CC=CC(CC(C(=O)C(C(C(=CC(C(=O)CC(OC(=O)C3CCCCN3C(=O)C(=O)C1(O2)O)C(C)CC4CCC(C(C4)OC)OCCO)C)C)O)OC)C)C)C)OC. Drug 2: C1CN1C2=NC(=NC(=N2)N3CC3)N4CC4. Cell line: SNB-19. Synergy scores: CSS=29.7, Synergy_ZIP=-9.73, Synergy_Bliss=1.36, Synergy_Loewe=0.212, Synergy_HSA=1.46. (5) Drug 1: CCC(=C(C1=CC=CC=C1)C2=CC=C(C=C2)OCCN(C)C)C3=CC=CC=C3.C(C(=O)O)C(CC(=O)O)(C(=O)O)O. Drug 2: CC1=C(C(=O)C2=C(C1=O)N3CC4C(C3(C2COC(=O)N)OC)N4)N. Cell line: HCC-2998. Synergy scores: CSS=25.4, Synergy_ZIP=-5.98, Synergy_Bliss=-8.15, Synergy_Loewe=-19.3, Synergy_HSA=-3.56.